From a dataset of Forward reaction prediction with 1.9M reactions from USPTO patents (1976-2016). Predict the product of the given reaction. (1) Given the reactants [Cl:1][C:2]1[CH:35]=[CH:34][C:5]([O:6][CH:7]2[CH2:12][CH2:11][N:10]([C:13]([C:15]3[CH:16]=[C:17]4[C:21](=[CH:22][CH:23]=3)[N:20]([CH2:24][CH2:25][NH:26]C(=O)OC(C)(C)C)[CH:19]=[CH:18]4)=[O:14])[CH2:9][CH2:8]2)=[CH:4][CH:3]=1.FC(F)(F)C(O)=O, predict the reaction product. The product is: [NH2:26][CH2:25][CH2:24][N:20]1[C:21]2[C:17](=[CH:16][C:15]([C:13]([N:10]3[CH2:9][CH2:8][CH:7]([O:6][C:5]4[CH:4]=[CH:3][C:2]([Cl:1])=[CH:35][CH:34]=4)[CH2:12][CH2:11]3)=[O:14])=[CH:23][CH:22]=2)[CH:18]=[CH:19]1. (2) Given the reactants [CH2:1]([O:8][C:9]([N:11]1[CH2:16][CH2:15][CH:14]([CH:17]([C:21]2[CH:26]=[CH:25][CH:24]=[CH:23][CH:22]=2)[C:18]([OH:20])=[O:19])[CH2:13][CH2:12]1)=[O:10])[C:2]1[CH:7]=[CH:6][CH:5]=[CH:4][CH:3]=1.[N+](=[CH2:29])=[N-], predict the reaction product. The product is: [CH3:29][O:19][C:18](=[O:20])[CH:17]([CH:14]1[CH2:15][CH2:16][N:11]([C:9]([O:8][CH2:1][C:2]2[CH:3]=[CH:4][CH:5]=[CH:6][CH:7]=2)=[O:10])[CH2:12][CH2:13]1)[C:21]1[CH:26]=[CH:25][CH:24]=[CH:23][CH:22]=1.